Predict the reactants needed to synthesize the given product. From a dataset of Full USPTO retrosynthesis dataset with 1.9M reactions from patents (1976-2016). (1) Given the product [CH3:29][N:24]([CH2:23][CH2:22][C@@:13]1([C:16]2[CH:21]=[CH:20][CH:19]=[CH:18][CH:17]=2)[O:12][C:11](=[O:30])[N:10]([C@H:8]([C:5]2[CH:6]=[CH:7][C:2]([C:36]3[CH:35]=[CH:34][N:33]=[C:32]([CH3:31])[CH:37]=3)=[CH:3][CH:4]=2)[CH3:9])[CH2:15][CH2:14]1)[S:25]([CH3:28])(=[O:27])=[O:26], predict the reactants needed to synthesize it. The reactants are: Br[C:2]1[CH:7]=[CH:6][C:5]([C@@H:8]([N:10]2[CH2:15][CH2:14][C@:13]([CH2:22][CH2:23][N:24]([CH3:29])[S:25]([CH3:28])(=[O:27])=[O:26])([C:16]3[CH:21]=[CH:20][CH:19]=[CH:18][CH:17]=3)[O:12][C:11]2=[O:30])[CH3:9])=[CH:4][CH:3]=1.[CH3:31][C:32]1[CH:37]=[C:36](B(O)O)[CH:35]=[CH:34][N:33]=1. (2) Given the product [S:28]([O:21][C@H:5]1[CH2:4][CH2:3][C@@:2]2([CH3:1])[C@@H:7]([CH2:8][CH2:9][C@@H:10]3[C@@H:11]2[CH2:12][CH2:13][C@@:14]2([CH3:20])[C@H:15]3[CH2:16][CH2:17][C:18]2=[O:19])[CH2:6]1)([C:25]1[CH:26]=[CH:27][C:22]([CH3:32])=[CH:23][CH:24]=1)(=[O:30])=[O:29], predict the reactants needed to synthesize it. The reactants are: [CH3:1][C@@:2]12[C@H:11]3[CH2:12][CH2:13][C@:14]4([CH3:20])[C:18](=[O:19])[CH2:17][CH2:16][C@H:15]4[C@@H:10]3[CH2:9][CH2:8][C@H:7]1[CH2:6][C@@H:5]([OH:21])[CH2:4][CH2:3]2.[C:22]1([CH3:32])[CH:27]=[CH:26][C:25]([S:28](Cl)(=[O:30])=[O:29])=[CH:24][CH:23]=1.